Dataset: Experimentally validated miRNA-target interactions with 360,000+ pairs, plus equal number of negative samples. Task: Binary Classification. Given a miRNA mature sequence and a target amino acid sequence, predict their likelihood of interaction. (1) The protein sequence of the target gene is MLPRLVCISDYEQHVRSVLQKSVYDYYRSGANDQETLADNIQAFSRWKLYPRMLRNVADIDLSTSVLGQRVSMPICVGATAMQCMAHVDGELATVRACQTMGTGMMLSSWATSSIEEVAEAGPEALRWMQLYIYKDREISRQIVKRAEKQGYKAIFVTVDTPYLGNRIDDVRNRFKLPPQLRMKNFETNDLAFSPKGNFGDNSGLAEYVAQAIDPSLSWDDITWLRRLTSLPIVVKGILRGDDAKEAVKHGVDGILVSNHGARQLDGVPATIDVLPEIVEAVEGKVEVFLDGGVRKGTDV.... The miRNA is hsa-miR-1178-5p with sequence CAGGGUCAGCUGAGCAUG. Result: 0 (no interaction). (2) The miRNA is hsa-miR-562 with sequence AAAGUAGCUGUACCAUUUGC. The protein sequence of the target gene is MIASCLCYLLLPATRLFRALSDAFFTCRKNVLLANSSSPQVEGDFAMAPRGPEQEECEGLLQQWREEGLSQVLSTASEGPLIDKGLAQSSLALLMDNPGEENAASEDRWSSRQLSDLRAAENLDEPFPEMLGEEPLLEVEGVEGSMWAAIPMQSEPQYADCAALPVGALATEQWEEDPAVLAWSIAPEPVPQEEASIWPFEGLGQLQPPAVEIPYHEILWREWEDFSTQPDAQGLKAGDGPQFQFTLMSYNILAQDLMQQSSELYLHCHPDILNWNYRFVNLMQEFQHWDPDILCLQEVQ.... Result: 1 (interaction). (3) The miRNA is mmu-miR-466n-5p with sequence GUGUGUGCGUACAUGUACAUGU. The protein sequence of the target gene is MTSSHAMNITPLAQLALLFSTLLLPGTQALLAPTTPDAGSALNLTFDPWTRTLTWACDTAAGNVTVTSCTVTSREAGIHRRVSPFGCRCWFRRMMALHHGVTLDVNGTVGGAAAHWRLSFVNEGAAGSGAENLTCEIRAARFLSCAWREGPAAPADVRYSLRVLNSTGHDVARCMADPGDDVITQCIANDLSLLGSEAYLVVTGRSGAGPVRFLDDVVATKALERLGPPRDVTASCNSSHCTVSWAPPSTWASLTARDFQFEVQWQSAEPGSTPRKVLVVEETRLAFPSPAPHGGHKVKV.... Result: 1 (interaction). (4) The miRNA is hsa-miR-154-3p with sequence AAUCAUACACGGUUGACCUAUU. The protein sequence of the target gene is MEPQRRELLAQCQQSLAQAMTEVEAVLGLLEAAGALSPGERRQLDEEAGGAKAELLLKLLLAKERDHFQDLRAALEKTQPHLLPILYLNGVVGPPQPAEGAGSTYSVLSTMPSDSESSSSLSSVGTTGKAPSPPPLLTDQQVNEKVENLSIQLRLMTRERNELRKRLAFATHGTAFDKRPYHRLNPDYERLKIQCVRAMSDLQSLQNQHTNALKRCEEVAKETDFYHTLHSRLLSDQTRLKDDVDMLRRENGQLLRERNLLQQSWEDMKRLHEEDQKEIGDLRAQQQQVLKHNGSSEILN.... Result: 0 (no interaction).